Dataset: NCI-60 drug combinations with 297,098 pairs across 59 cell lines. Task: Regression. Given two drug SMILES strings and cell line genomic features, predict the synergy score measuring deviation from expected non-interaction effect. Drug 1: CS(=O)(=O)CCNCC1=CC=C(O1)C2=CC3=C(C=C2)N=CN=C3NC4=CC(=C(C=C4)OCC5=CC(=CC=C5)F)Cl. Drug 2: CCN(CC)CCNC(=O)C1=C(NC(=C1C)C=C2C3=C(C=CC(=C3)F)NC2=O)C. Cell line: A549. Synergy scores: CSS=5.27, Synergy_ZIP=-1.72, Synergy_Bliss=0.955, Synergy_Loewe=-4.07, Synergy_HSA=-1.20.